This data is from Full USPTO retrosynthesis dataset with 1.9M reactions from patents (1976-2016). The task is: Predict the reactants needed to synthesize the given product. (1) Given the product [C:1]12([O:6][C:7]3[CH:13]=[CH:12][C:11]([NH2:14])=[CH:10][C:8]=3[O:9]1)[CH2:2][CH2:3][CH2:4][CH2:5]2, predict the reactants needed to synthesize it. The reactants are: [C:1]12([O:9][C:8]3[CH:10]=[CH:11][CH:12]=[CH:13][C:7]=3[O:6]1)[CH2:5][CH2:4][CH2:3][CH2:2]2.[N+:14]([O-])(O)=O. (2) Given the product [N:11]1([C:4]2[N:5]=[CH:6][CH:7]=[CH:8][C:3]=2[C:1]#[N:2])[CH2:14][CH2:13][CH2:12]1, predict the reactants needed to synthesize it. The reactants are: [C:1]([C:3]1[C:4](F)=[N:5][CH:6]=[CH:7][CH:8]=1)#[N:2].Cl.[NH:11]1[CH2:14][CH2:13][CH2:12]1. (3) Given the product [Cl:21][C:16]1[CH:17]=[CH:18][CH:19]=[CH:20][C:15]=1[S:12]([N:9]1[CH2:8][CH2:7][C:6]2([C:4](=[O:3])[N:40]([CH2:39][CH2:38][C:35]3[CH:36]=[CH:37][C:32]([CH2:30][CH3:31])=[CH:33][CH:34]=3)[CH2:23][CH2:22]2)[CH2:11][CH2:10]1)(=[O:14])=[O:13], predict the reactants needed to synthesize it. The reactants are: C([O:3][C:4]([C:6]1([CH2:22][CH2:23]OC)[CH2:11][CH2:10][N:9]([S:12]([C:15]2[CH:20]=[CH:19][CH:18]=[CH:17][C:16]=2[Cl:21])(=[O:14])=[O:13])[CH2:8][CH2:7]1)=O)C.[Cl-].C[Al+]C.[CH2:30]([C:32]1[CH:37]=[CH:36][C:35]([CH2:38][CH2:39][NH2:40])=[CH:34][CH:33]=1)[CH3:31]. (4) Given the product [Cl:24][C:25]1[CH:30]=[CH:29][C:28]([Cl:31])=[CH:27][C:26]=1[C:2]1[CH:3]=[C:4]2[C:8]3=[C:9]([CH2:11][CH2:12][N:7]3[C@H:6]3[CH2:13][CH2:14][N:15]([C:17]([O:19][C:20]([CH3:23])([CH3:22])[CH3:21])=[O:18])[CH2:16][C@@H:5]23)[CH:10]=1, predict the reactants needed to synthesize it. The reactants are: Br[C:2]1[CH:3]=[C:4]2[C:8]3=[C:9]([CH2:11][CH2:12][N:7]3[C@H:6]3[CH2:13][CH2:14][N:15]([C:17]([O:19][C:20]([CH3:23])([CH3:22])[CH3:21])=[O:18])[CH2:16][C@@H:5]23)[CH:10]=1.[Cl:24][C:25]1[CH:30]=[CH:29][C:28]([Cl:31])=[CH:27][C:26]=1B(O)O. (5) Given the product [OH:1][CH2:2][C:3]([OH:19])([C:15]([F:16])([F:17])[F:18])[CH2:4][CH:5]1[C:14]2[C:9](=[CH:10][CH:11]=[CH:12][CH:13]=2)[S:8][CH2:7][CH2:6]1, predict the reactants needed to synthesize it. The reactants are: [OH:1][CH2:2][C:3]([OH:19])([C:15]([F:18])([F:17])[F:16])[CH2:4][C:5]1[C:14]2[C:9](=[CH:10][CH:11]=[CH:12][CH:13]=2)[S:8][CH2:7][CH:6]=1.[H][H]. (6) Given the product [Cl:1][C:2]1[CH:3]=[C:4]2[C:8](=[CH:9][CH:10]=1)[C:7](=[N:13][OH:14])[CH2:6][CH2:5]2, predict the reactants needed to synthesize it. The reactants are: [Cl:1][C:2]1[CH:3]=[C:4]2[C:8](=[CH:9][CH:10]=1)[C:7](=O)[CH2:6][CH2:5]2.Cl.[NH2:13][OH:14].C([O-])(=O)C.[Na+].